From a dataset of Full USPTO retrosynthesis dataset with 1.9M reactions from patents (1976-2016). Predict the reactants needed to synthesize the given product. (1) Given the product [F:24][CH:22]([F:23])[N:8]1[C:9]([C:11]2[CH:12]=[CH:13][C:14]([O:17][C:18]([F:20])([F:19])[F:21])=[CH:15][CH:16]=2)=[CH:10][C:6]([CH2:4][OH:3])=[N:7]1, predict the reactants needed to synthesize it. The reactants are: C([O:3][C:4]([C:6]1[CH:10]=[C:9]([C:11]2[CH:16]=[CH:15][C:14]([O:17][C:18]([F:21])([F:20])[F:19])=[CH:13][CH:12]=2)[N:8]([CH:22]([F:24])[F:23])[N:7]=1)=O)C.[H-].[Al+3].[Li+].[H-].[H-].[H-]. (2) The reactants are: [C:1]1([C:7]2[O:11][CH:10]=[N:9][CH:8]=2)[CH:6]=[CH:5][CH:4]=[CH:3][CH:2]=1.C([Li])CCC.CN(C1C=CC=CN=1)[CH:19]=[O:20]. Given the product [C:1]1([C:7]2[O:11][C:10]([CH:19]=[O:20])=[N:9][CH:8]=2)[CH:2]=[CH:3][CH:4]=[CH:5][CH:6]=1, predict the reactants needed to synthesize it. (3) Given the product [Si:44]([O:51][CH2:52][CH2:53][NH:54][C:32]([C:10]1[C:9]([O:8][CH2:1][C:2]2[CH:7]=[CH:6][CH:5]=[CH:4][CH:3]=2)=[C:14]([OH:15])[N:13]=[C:12]([CH2:16][C:17]2([C:22]3[C:31]4[C:26](=[CH:27][CH:28]=[CH:29][CH:30]=4)[CH:25]=[CH:24][CH:23]=3)[CH2:18][CH2:19][CH2:20][CH2:21]2)[N:11]=1)=[O:34])([C:47]([CH3:49])([CH3:50])[CH3:48])([CH3:46])[CH3:45], predict the reactants needed to synthesize it. The reactants are: [CH2:1]([O:8][C:9]1[C:10]([C:32]([OH:34])=O)=[N:11][C:12]([CH2:16][C:17]2([C:22]3[C:31]4[C:26](=[CH:27][CH:28]=[CH:29][CH:30]=4)[CH:25]=[CH:24][CH:23]=3)[CH2:21][CH2:20][CH2:19][CH2:18]2)=[N:13][C:14]=1[OH:15])[C:2]1[CH:7]=[CH:6][CH:5]=[CH:4][CH:3]=1.C(N(CC)C(C)C)(C)C.[Si:44]([O:51][CH2:52][CH2:53][NH2:54])([C:47]([CH3:50])([CH3:49])[CH3:48])([CH3:46])[CH3:45].CN(C(ON1N=NC2C=CC=NC1=2)=[N+](C)C)C.F[P-](F)(F)(F)(F)F. (4) Given the product [Br:1][C:2]1[CH:3]=[C:4]([CH:5]([C:12]2[CH:17]=[CH:16][CH:15]=[CH:14][CH:13]=2)[NH2:6])[CH:7]=[CH:8][CH:9]=1, predict the reactants needed to synthesize it. The reactants are: [Br:1][C:2]1[CH:3]=[C:4]([CH:7]=[CH:8][CH:9]=1)[C:5]#[N:6].Br[Mg][C:12]1[CH:17]=[CH:16][CH:15]=[CH:14][CH:13]=1.CO.[BH4-].[Na+]. (5) Given the product [F:25][C:19]1[CH:20]=[C:21]([I:24])[CH:22]=[CH:23][C:18]=1[NH:17][C:16]1[C:12]2[CH:13]=[N:14][S:15][C:11]=2[CH:10]=[CH:9][C:8]=1[C:6]([OH:7])=[O:5], predict the reactants needed to synthesize it. The reactants are: C([O:5][C:6]([C:8]1[CH:9]=[CH:10][C:11]2[S:15][N:14]=[CH:13][C:12]=2[C:16]=1[NH:17][C:18]1[CH:23]=[CH:22][C:21]([I:24])=[CH:20][C:19]=1[F:25])=[O:7])(C)(C)C.O.C(O)(C(F)(F)F)=O.